Dataset: Catalyst prediction with 721,799 reactions and 888 catalyst types from USPTO. Task: Predict which catalyst facilitates the given reaction. Reactant: [Cl-].[Al+3].[Cl-].[Cl-].[S:5]1[C:9]2[CH:10]=[CH:11][CH:12]=[CH:13][C:8]=2[NH:7][C:6]1=[O:14].[Br:15][CH:16]([CH3:20])[C:17](Br)=[O:18]. Product: [Br:15][CH:16]([CH3:20])[C:17]([C:11]1[CH:12]=[CH:13][C:8]2[NH:7][C:6](=[O:14])[S:5][C:9]=2[CH:10]=1)=[O:18]. The catalyst class is: 2.